Dataset: M1 muscarinic receptor antagonist screen with 61,756 compounds. Task: Binary Classification. Given a drug SMILES string, predict its activity (active/inactive) in a high-throughput screening assay against a specified biological target. The compound is Clc1ccc(CN2CCN(S(=O)(=O)c3ccc(OC)cc3)CC2)cc1. The result is 0 (inactive).